This data is from NCI-60 drug combinations with 297,098 pairs across 59 cell lines. The task is: Regression. Given two drug SMILES strings and cell line genomic features, predict the synergy score measuring deviation from expected non-interaction effect. (1) Drug 1: COC1=CC(=CC(=C1O)OC)C2C3C(COC3=O)C(C4=CC5=C(C=C24)OCO5)OC6C(C(C7C(O6)COC(O7)C8=CC=CS8)O)O. Drug 2: C(CCl)NC(=O)N(CCCl)N=O. Cell line: HCT116. Synergy scores: CSS=57.7, Synergy_ZIP=0.0726, Synergy_Bliss=2.36, Synergy_Loewe=-31.6, Synergy_HSA=3.34. (2) Drug 1: CC1CCC2CC(C(=CC=CC=CC(CC(C(=O)C(C(C(=CC(C(=O)CC(OC(=O)C3CCCCN3C(=O)C(=O)C1(O2)O)C(C)CC4CCC(C(C4)OC)O)C)C)O)OC)C)C)C)OC. Drug 2: B(C(CC(C)C)NC(=O)C(CC1=CC=CC=C1)NC(=O)C2=NC=CN=C2)(O)O. Cell line: 786-0. Synergy scores: CSS=59.1, Synergy_ZIP=-3.84, Synergy_Bliss=1.82, Synergy_Loewe=0.0231, Synergy_HSA=1.98. (3) Drug 1: CCC1=CC2CC(C3=C(CN(C2)C1)C4=CC=CC=C4N3)(C5=C(C=C6C(=C5)C78CCN9C7C(C=CC9)(C(C(C8N6C)(C(=O)OC)O)OC(=O)C)CC)OC)C(=O)OC.C(C(C(=O)O)O)(C(=O)O)O. Drug 2: CN(C(=O)NC(C=O)C(C(C(CO)O)O)O)N=O. Cell line: RXF 393. Synergy scores: CSS=22.3, Synergy_ZIP=-0.803, Synergy_Bliss=-2.46, Synergy_Loewe=-38.4, Synergy_HSA=-2.66. (4) Drug 1: C1CC(=O)NC(=O)C1N2CC3=C(C2=O)C=CC=C3N. Drug 2: CC1C(C(CC(O1)OC2CC(OC(C2O)C)OC3=CC4=CC5=C(C(=O)C(C(C5)C(C(=O)C(C(C)O)O)OC)OC6CC(C(C(O6)C)O)OC7CC(C(C(O7)C)O)OC8CC(C(C(O8)C)O)(C)O)C(=C4C(=C3C)O)O)O)O. Cell line: NCI-H322M. Synergy scores: CSS=11.6, Synergy_ZIP=6.41, Synergy_Bliss=7.19, Synergy_Loewe=7.20, Synergy_HSA=6.50. (5) Drug 1: C1CCN(CC1)CCOC2=CC=C(C=C2)C(=O)C3=C(SC4=C3C=CC(=C4)O)C5=CC=C(C=C5)O. Drug 2: C1CCC(C(C1)N)N.C(=O)(C(=O)[O-])[O-].[Pt+4]. Cell line: RPMI-8226. Synergy scores: CSS=44.7, Synergy_ZIP=9.20, Synergy_Bliss=13.3, Synergy_Loewe=-8.36, Synergy_HSA=4.03. (6) Drug 1: CC1CCC2CC(C(=CC=CC=CC(CC(C(=O)C(C(C(=CC(C(=O)CC(OC(=O)C3CCCCN3C(=O)C(=O)C1(O2)O)C(C)CC4CCC(C(C4)OC)O)C)C)O)OC)C)C)C)OC. Drug 2: C1=NNC2=C1C(=O)NC=N2. Cell line: TK-10. Synergy scores: CSS=18.7, Synergy_ZIP=-3.40, Synergy_Bliss=2.30, Synergy_Loewe=-10.4, Synergy_HSA=1.35. (7) Drug 1: C1=CN(C=N1)CC(O)(P(=O)(O)O)P(=O)(O)O. Drug 2: C1CCC(C(C1)N)N.C(=O)(C(=O)[O-])[O-].[Pt+4]. Cell line: NCI-H322M. Synergy scores: CSS=4.21, Synergy_ZIP=-0.423, Synergy_Bliss=1.64, Synergy_Loewe=-0.174, Synergy_HSA=-0.0720. (8) Drug 1: CC1C(C(CC(O1)OC2CC(OC(C2O)C)OC3=CC4=CC5=C(C(=O)C(C(C5)C(C(=O)C(C(C)O)O)OC)OC6CC(C(C(O6)C)O)OC7CC(C(C(O7)C)O)OC8CC(C(C(O8)C)O)(C)O)C(=C4C(=C3C)O)O)O)O. Drug 2: CN(CC1=CN=C2C(=N1)C(=NC(=N2)N)N)C3=CC=C(C=C3)C(=O)NC(CCC(=O)O)C(=O)O. Cell line: HOP-92. Synergy scores: CSS=24.1, Synergy_ZIP=-8.34, Synergy_Bliss=-3.11, Synergy_Loewe=-4.16, Synergy_HSA=-3.33. (9) Drug 1: CC1=CC2C(CCC3(C2CCC3(C(=O)C)OC(=O)C)C)C4(C1=CC(=O)CC4)C. Drug 2: CC1CCCC2(C(O2)CC(NC(=O)CC(C(C(=O)C(C1O)C)(C)C)O)C(=CC3=CSC(=N3)C)C)C. Cell line: HL-60(TB). Synergy scores: CSS=0.730, Synergy_ZIP=3.69, Synergy_Bliss=6.09, Synergy_Loewe=0.956, Synergy_HSA=2.03.